This data is from NCI-60 drug combinations with 297,098 pairs across 59 cell lines. The task is: Regression. Given two drug SMILES strings and cell line genomic features, predict the synergy score measuring deviation from expected non-interaction effect. Drug 1: C1CN1P(=S)(N2CC2)N3CC3. Drug 2: CCN(CC)CCNC(=O)C1=C(NC(=C1C)C=C2C3=C(C=CC(=C3)F)NC2=O)C. Cell line: HL-60(TB). Synergy scores: CSS=58.2, Synergy_ZIP=3.35, Synergy_Bliss=1.03, Synergy_Loewe=-10.5, Synergy_HSA=-9.65.